Dataset: Full USPTO retrosynthesis dataset with 1.9M reactions from patents (1976-2016). Task: Predict the reactants needed to synthesize the given product. (1) Given the product [Cl:1][C:2]1[CH:3]=[C:4]2[C:9](=[CH:10][C:11]=1[O:12][C:13]1[CH:14]=[CH:15][C:16]([C:19](=[O:34])[NH:20][C:21]3[CH:26]=[CH:25][CH:24]=[C:23]([C:27]4[CH:32]=[CH:31][C:30]([Cl:33])=[CH:29][CH:28]=4)[N:22]=3)=[CH:17][CH:18]=1)[O:8][CH2:7][CH2:6][CH:5]2[C:35]([O:37][C:38]([CH3:41])([CH3:40])[CH3:39])=[O:36], predict the reactants needed to synthesize it. The reactants are: [Cl:1][C:2]1[CH:3]=[C:4]2[C:9](=[CH:10][C:11]=1[O:12][C:13]1[CH:18]=[CH:17][C:16]([C:19](=[O:34])[NH:20][C:21]3[CH:26]=[CH:25][CH:24]=[C:23]([C:27]4[CH:32]=[CH:31][C:30]([Cl:33])=[CH:29][CH:28]=4)[N:22]=3)=[CH:15][CH:14]=1)[O:8][CH2:7][CH2:6][CH:5]2[C:35]([OH:37])=[O:36].[C:38](OC(O[C:38]([CH3:41])([CH3:40])[CH3:39])N(C)C)([CH3:41])([CH3:40])[CH3:39]. (2) Given the product [CH3:1][O:2][C:3]1[C:10]([O:11][CH3:12])=[CH:9][CH:8]=[CH:7][C:4]=1[CH:5]1[C:21]([C:22]([O:24][CH2:25][CH3:26])=[O:23])=[C:20]([CH2:27][CH2:28][CH3:29])[NH:13][C:14]2=[N:15][NH:16][CH:17]=[C:18]12, predict the reactants needed to synthesize it. The reactants are: [CH3:1][O:2][C:3]1[C:10]([O:11][CH3:12])=[CH:9][CH:8]=[CH:7][C:4]=1[CH:5]=O.[NH2:13][C:14]1[CH:18]=[CH:17][NH:16][N:15]=1.O=[C:20]([CH2:27][CH2:28][CH3:29])[CH2:21][C:22]([O:24][CH2:25][CH3:26])=[O:23]. (3) Given the product [I:37][CH2:2][CH2:3][O:4][CH2:5][C:6]([CH3:12])([CH3:11])[C:7]([O:9][CH3:10])=[O:8], predict the reactants needed to synthesize it. The reactants are: O[CH2:2][CH2:3][O:4][CH2:5][C:6]([CH3:12])([CH3:11])[C:7]([O:9][CH3:10])=[O:8].N1C=CN=C1.C1(P(C2C=CC=CC=2)C2C=CC=CC=2)C=CC=CC=1.[I:37]I. (4) Given the product [OH:8][CH2:9][CH2:10][C:11]1[CH:12]=[C:13](/[CH:17]=[CH:18]/[C:19]2[N:20]=[C:21]([NH:24][C:25](=[O:27])[CH3:26])[S:22][CH:23]=2)[CH:14]=[CH:15][CH:16]=1, predict the reactants needed to synthesize it. The reactants are: [Si]([O:8][CH2:9][CH2:10][C:11]1[CH:12]=[C:13](/[CH:17]=[CH:18]/[C:19]2[N:20]=[C:21]([NH:24][C:25](=[O:27])[CH3:26])[S:22][CH:23]=2)[CH:14]=[CH:15][CH:16]=1)(C(C)(C)C)(C)C.[F-].C([N+](CCCC)(CCCC)CCCC)CCC.O. (5) Given the product [F:20][C:2]([F:1])([F:19])[C:3]1[CH:4]=[C:5]([C:9]2[CH:10]=[C:11]3[C:16](=[N:17][CH:18]=2)[N:15]([C:28](=[O:30])[CH3:29])[CH2:14][CH2:13][CH2:12]3)[CH:6]=[N:7][CH:8]=1, predict the reactants needed to synthesize it. The reactants are: [F:1][C:2]([F:20])([F:19])[C:3]1[CH:4]=[C:5]([C:9]2[CH:10]=[C:11]3[C:16](=[N:17][CH:18]=2)[NH:15][CH2:14][CH2:13][CH2:12]3)[CH:6]=[N:7][CH:8]=1.C(N(CC)CC)C.[C:28](Cl)(=[O:30])[CH3:29]. (6) Given the product [CH2:10]([C:9]1[N:18]([CH2:19][C:20]2[CH:25]=[CH:24][C:23]([CH3:26])=[CH:22][CH:21]=2)[N:17]=[C:2]([C:3]([O:5][CH2:6][CH3:7])=[O:4])[CH:8]=1)[CH3:11], predict the reactants needed to synthesize it. The reactants are: O=[C:2]([CH2:8][C:9](=O)[CH2:10][CH3:11])[C:3]([O:5][CH2:6][CH3:7])=[O:4].CC1[N:18]([CH2:19][C:20]2[CH:25]=[CH:24][C:23]([CH3:26])=[CH:22][CH:21]=2)[N:17]=C(C(OC)=O)C=1. (7) The reactants are: [Br:1][C:2]1[CH:3]=[C:4]2[C:9](=[CH:10][CH:11]=1)[CH:8]=[N:7][C:6](N)=[CH:5]2.[FH:13].N1C=CC=CC=1.N([O-])=O.[Na+].C([O-])([O-])=O.[Na+].[Na+]. Given the product [Br:1][C:2]1[CH:3]=[C:4]2[C:9](=[CH:10][CH:11]=1)[CH:8]=[N:7][C:6]([F:13])=[CH:5]2, predict the reactants needed to synthesize it. (8) Given the product [NH2:6][C:7]1[C:16]([CH3:17])=[CH:15][C:14]([C:31]#[N:33])=[CH:13][C:8]=1[C:9]([NH:11][CH3:12])=[O:10], predict the reactants needed to synthesize it. The reactants are: [OH-].[Na+].Cl[O-].[Na+].[NH2:6][C:7]1[C:16]([CH3:17])=[CH:15][C:14](Br)=[CH:13][C:8]=1[C:9]([NH:11][CH3:12])=[O:10].C1(C)C=C(C)C=C(C)C=1.[C-]#N.[Na+].[CH2:31]([N:33]1C=CN=C1)C. (9) Given the product [Cl:4][C:5]1[N:10]=[CH:9][C:8]([CH2:11][N:12]2[C:16]([CH3:17])=[C:15]([C:18]3[CH:23]=[CH:22][C:21]([C:24]#[N:25])=[CH:20][CH:19]=3)[C:14]([C:26]#[N:27])=[C:13]2[CH3:28])=[CH:7][C:6]=1[CH:29]([OH:30])[CH3:1], predict the reactants needed to synthesize it. The reactants are: [CH3:1][Mg]Br.[Cl:4][C:5]1[N:10]=[CH:9][C:8]([CH2:11][N:12]2[C:16]([CH3:17])=[C:15]([C:18]3[CH:23]=[CH:22][C:21]([C:24]#[N:25])=[CH:20][CH:19]=3)[C:14]([C:26]#[N:27])=[C:13]2[CH3:28])=[CH:7][C:6]=1[CH:29]=[O:30].[Cl-].[Na+].